Dataset: NCI-60 drug combinations with 297,098 pairs across 59 cell lines. Task: Regression. Given two drug SMILES strings and cell line genomic features, predict the synergy score measuring deviation from expected non-interaction effect. (1) Drug 1: C1=CC=C(C=C1)NC(=O)CCCCCCC(=O)NO. Drug 2: C#CCC(CC1=CN=C2C(=N1)C(=NC(=N2)N)N)C3=CC=C(C=C3)C(=O)NC(CCC(=O)O)C(=O)O. Cell line: M14. Synergy scores: CSS=28.2, Synergy_ZIP=1.55, Synergy_Bliss=-0.0615, Synergy_Loewe=-16.5, Synergy_HSA=-1.38. (2) Drug 1: C1=C(C(=O)NC(=O)N1)F. Drug 2: CC1=C2C(C(=O)C3(C(CC4C(C3C(C(C2(C)C)(CC1OC(=O)C(C(C5=CC=CC=C5)NC(=O)C6=CC=CC=C6)O)O)OC(=O)C7=CC=CC=C7)(CO4)OC(=O)C)O)C)OC(=O)C. Cell line: RPMI-8226. Synergy scores: CSS=88.3, Synergy_ZIP=-3.51, Synergy_Bliss=-7.89, Synergy_Loewe=-5.65, Synergy_HSA=-2.36. (3) Drug 1: CNC(=O)C1=CC=CC=C1SC2=CC3=C(C=C2)C(=NN3)C=CC4=CC=CC=N4. Drug 2: C1=CC(=CC=C1C#N)C(C2=CC=C(C=C2)C#N)N3C=NC=N3. Cell line: U251. Synergy scores: CSS=14.5, Synergy_ZIP=-2.38, Synergy_Bliss=0.791, Synergy_Loewe=-9.34, Synergy_HSA=1.10. (4) Drug 1: CCC1=C2CN3C(=CC4=C(C3=O)COC(=O)C4(CC)O)C2=NC5=C1C=C(C=C5)O. Drug 2: C1=CC=C(C=C1)NC(=O)CCCCCCC(=O)NO. Cell line: OVCAR-4. Synergy scores: CSS=6.12, Synergy_ZIP=-4.69, Synergy_Bliss=-2.23, Synergy_Loewe=-0.707, Synergy_HSA=-0.216. (5) Drug 1: C1CC(=O)NC(=O)C1N2C(=O)C3=CC=CC=C3C2=O. Drug 2: CC1C(C(CC(O1)OC2CC(CC3=C2C(=C4C(=C3O)C(=O)C5=CC=CC=C5C4=O)O)(C(=O)C)O)N)O. Cell line: MDA-MB-435. Synergy scores: CSS=45.4, Synergy_ZIP=-3.37, Synergy_Bliss=-2.82, Synergy_Loewe=-53.1, Synergy_HSA=-1.90. (6) Drug 1: CC(C)NC(=O)C1=CC=C(C=C1)CNNC.Cl. Drug 2: C(CN)CNCCSP(=O)(O)O. Cell line: MOLT-4. Synergy scores: CSS=3.50, Synergy_ZIP=-1.49, Synergy_Bliss=0.669, Synergy_Loewe=1.41, Synergy_HSA=1.14.